From a dataset of Retrosynthesis with 50K atom-mapped reactions and 10 reaction types from USPTO. Predict the reactants needed to synthesize the given product. (1) Given the product Cc1cc(N)c(NCCCCCO)cc1C, predict the reactants needed to synthesize it. The reactants are: Cc1cc(NCCCCCO)c([N+](=O)[O-])cc1C. (2) Given the product CC(C)(C)OC(=O)N1CCN(c2ccc(N)c(Cl)c2)CC1, predict the reactants needed to synthesize it. The reactants are: CC(C)(C)OC(=O)OC(=O)OC(C)(C)C.Nc1ccc(N2CCNCC2)cc1Cl.